Dataset: Forward reaction prediction with 1.9M reactions from USPTO patents (1976-2016). Task: Predict the product of the given reaction. (1) Given the reactants [C:1]1([CH2:7][S:8]([C:11]2[CH:12]=[C:13]3[C:17](=[CH:18][CH:19]=2)[NH:16][C:15](=[O:20])[CH2:14]3)(=[O:10])=[O:9])[CH:6]=[CH:5][CH:4]=[CH:3][CH:2]=1.[CH3:21][C:22]1[C:26]([CH2:27][C:28]([N:30]2[CH2:35][CH2:34][O:33][CH2:32][CH2:31]2)=[O:29])=[C:25]([CH3:36])[NH:24][C:23]=1[CH:37]=O.N1CCCCC1, predict the reaction product. The product is: [CH3:21][C:22]1[C:26]([CH2:27][C:28]([N:30]2[CH2:31][CH2:32][O:33][CH2:34][CH2:35]2)=[O:29])=[C:25]([CH3:36])[NH:24][C:23]=1/[CH:37]=[C:14]1\[C:15](=[O:20])[NH:16][C:17]2[C:13]\1=[CH:12][C:11]([S:8]([CH2:7][C:1]1[CH:2]=[CH:3][CH:4]=[CH:5][CH:6]=1)(=[O:10])=[O:9])=[CH:19][CH:18]=2. (2) Given the reactants C(OC([N:8]1[CH2:14][CH2:13][CH2:12][N:11]([C:15]2[N:19]([CH2:20][CH2:21][CH2:22][C:23](=[O:25])[CH3:24])[C:18]3[CH:26]=[CH:27][CH:28]=[CH:29][C:17]=3[N:16]=2)[CH2:10][CH2:9]1)=O)(C)(C)C.ClCCl.[IH:33].O, predict the reaction product. The product is: [IH:33].[O:25]=[C:23]([CH3:24])[CH2:22][CH2:21][CH2:20][N:19]1[C:18]2[CH:26]=[CH:27][CH:28]=[CH:29][C:17]=2[N:16]=[C:15]1[N:11]1[CH2:12][CH2:13][CH2:14][NH:8][CH2:9][CH2:10]1. (3) The product is: [Cl:13][C:14]1[CH:22]=[C:21]([CH2:23][C:24]([O:26][CH3:3])=[O:25])[C:20]2[C:16](=[CH:17][N:18]([CH2:27][O:28][CH2:29][CH2:30][Si:31]([CH3:33])([CH3:32])[CH3:34])[N:19]=2)[CH:15]=1. Given the reactants [OH-].[Na+].[CH3:3]N(N=O)C(N[N+]([O-])=O)=N.[Cl:13][C:14]1[CH:22]=[C:21]([CH2:23][C:24]([OH:26])=[O:25])[C:20]2[C:16](=[CH:17][N:18]([CH2:27][O:28][CH2:29][CH2:30][Si:31]([CH3:34])([CH3:33])[CH3:32])[N:19]=2)[CH:15]=1, predict the reaction product.